Dataset: Catalyst prediction with 721,799 reactions and 888 catalyst types from USPTO. Task: Predict which catalyst facilitates the given reaction. Reactant: C(N(CC)CC)C.Cl.[CH3:9][O:10][NH2:11].C([O:14][C:15]([C:17]1[C:18](=[O:45])[C:19]2[CH:24]=[N:23][C:22]([NH:25][CH2:26][CH2:27][CH2:28][N:29]3[CH:33]=[CH:32][N:31]=[CH:30]3)=[N:21][C:20]=2[N:34]([C:36]2[CH:37]=[C:38]3[C:42](=[CH:43][CH:44]=2)[CH2:41][CH2:40][CH2:39]3)[CH:35]=1)=O)C. Product: [CH3:9][O:10][NH:11][C:15]([C:17]1[C:18](=[O:45])[C:19]2[CH:24]=[N:23][C:22]([NH:25][CH2:26][CH2:27][CH2:28][N:29]3[CH:33]=[CH:32][N:31]=[CH:30]3)=[N:21][C:20]=2[N:34]([C:36]2[CH:37]=[C:38]3[C:42](=[CH:43][CH:44]=2)[CH2:41][CH2:40][CH2:39]3)[CH:35]=1)=[O:14]. The catalyst class is: 24.